This data is from Peptide-MHC class I binding affinity with 185,985 pairs from IEDB/IMGT. The task is: Regression. Given a peptide amino acid sequence and an MHC pseudo amino acid sequence, predict their binding affinity value. This is MHC class I binding data. (1) The peptide sequence is KRWLLISL. The MHC is HLA-A02:03 with pseudo-sequence HLA-A02:03. The binding affinity (normalized) is 0.195. (2) The peptide sequence is SAAAYFVGY. The MHC is HLA-A29:02 with pseudo-sequence HLA-A29:02. The binding affinity (normalized) is 0.613. (3) The peptide sequence is KTFDTEYPK. The MHC is HLA-A32:01 with pseudo-sequence HLA-A32:01. The binding affinity (normalized) is 0.266. (4) The peptide sequence is GTVNPVLTTA. The MHC is Patr-A0301 with pseudo-sequence Patr-A0301. The binding affinity (normalized) is 0.0617. (5) The peptide sequence is AQMWTLMYF. The MHC is HLA-B15:01 with pseudo-sequence HLA-B15:01. The binding affinity (normalized) is 1.00. (6) The peptide sequence is TPEDLNTML. The MHC is HLA-B42:01 with pseudo-sequence HLA-B42:01. The binding affinity (normalized) is 0.498. (7) The peptide sequence is GVSENIFLK. The MHC is HLA-A03:01 with pseudo-sequence HLA-A03:01. The binding affinity (normalized) is 0.536. (8) The peptide sequence is HEEFTTNYL. The MHC is HLA-A80:01 with pseudo-sequence HLA-A80:01. The binding affinity (normalized) is 0.0847. (9) The peptide sequence is TVLDVGDAY. The MHC is HLA-B58:01 with pseudo-sequence HLA-B58:01. The binding affinity (normalized) is 0. (10) The peptide sequence is PKAQREIFS. The MHC is HLA-A24:02 with pseudo-sequence HLA-A24:02. The binding affinity (normalized) is 0.0469.